From a dataset of NCI-60 drug combinations with 297,098 pairs across 59 cell lines. Regression. Given two drug SMILES strings and cell line genomic features, predict the synergy score measuring deviation from expected non-interaction effect. (1) Drug 1: C1=CC(=CC=C1CC(C(=O)O)N)N(CCCl)CCCl.Cl. Drug 2: CC12CCC3C(C1CCC2O)C(CC4=C3C=CC(=C4)O)CCCCCCCCCS(=O)CCCC(C(F)(F)F)(F)F. Cell line: SK-MEL-5. Synergy scores: CSS=5.15, Synergy_ZIP=-2.50, Synergy_Bliss=-1.38, Synergy_Loewe=-6.57, Synergy_HSA=-6.57. (2) Drug 1: C1=CC(=CC=C1C#N)C(C2=CC=C(C=C2)C#N)N3C=NC=N3. Drug 2: CC1C(C(CC(O1)OC2CC(CC3=C2C(=C4C(=C3O)C(=O)C5=CC=CC=C5C4=O)O)(C(=O)C)O)N)O. Cell line: MDA-MB-435. Synergy scores: CSS=62.0, Synergy_ZIP=-2.20, Synergy_Bliss=3.40, Synergy_Loewe=-7.31, Synergy_HSA=5.15. (3) Drug 1: CN1C2=C(C=C(C=C2)N(CCCl)CCCl)N=C1CCCC(=O)O.Cl. Drug 2: CC1C(C(CC(O1)OC2CC(CC3=C2C(=C4C(=C3O)C(=O)C5=CC=CC=C5C4=O)O)(C(=O)C)O)N)O. Cell line: OVCAR-5. Synergy scores: CSS=42.6, Synergy_ZIP=-2.81, Synergy_Bliss=-2.98, Synergy_Loewe=-19.7, Synergy_HSA=1.27. (4) Drug 1: C1=CC(=CC=C1CCC2=CNC3=C2C(=O)NC(=N3)N)C(=O)NC(CCC(=O)O)C(=O)O. Drug 2: CS(=O)(=O)CCNCC1=CC=C(O1)C2=CC3=C(C=C2)N=CN=C3NC4=CC(=C(C=C4)OCC5=CC(=CC=C5)F)Cl. Cell line: COLO 205. Synergy scores: CSS=26.9, Synergy_ZIP=-1.82, Synergy_Bliss=-5.69, Synergy_Loewe=-24.8, Synergy_HSA=-7.85. (5) Drug 1: C1CC(C1)(C(=O)O)C(=O)O.[NH2-].[NH2-].[Pt+2]. Drug 2: C1CN1C2=NC(=NC(=N2)N3CC3)N4CC4. Cell line: SK-MEL-28. Synergy scores: CSS=13.9, Synergy_ZIP=-8.16, Synergy_Bliss=-4.71, Synergy_Loewe=-3.10, Synergy_HSA=-1.94. (6) Drug 1: CC1C(C(=O)NC(C(=O)N2CCCC2C(=O)N(CC(=O)N(C(C(=O)O1)C(C)C)C)C)C(C)C)NC(=O)C3=C4C(=C(C=C3)C)OC5=C(C(=O)C(=C(C5=N4)C(=O)NC6C(OC(=O)C(N(C(=O)CN(C(=O)C7CCCN7C(=O)C(NC6=O)C(C)C)C)C)C(C)C)C)N)C. Drug 2: C1=CN(C=N1)CC(O)(P(=O)(O)O)P(=O)(O)O. Cell line: NCIH23. Synergy scores: CSS=3.60, Synergy_ZIP=-1.59, Synergy_Bliss=1.19, Synergy_Loewe=-8.92, Synergy_HSA=-4.04. (7) Drug 1: C1CC(=O)NC(=O)C1N2CC3=C(C2=O)C=CC=C3N. Drug 2: C1=CC=C(C=C1)NC(=O)CCCCCCC(=O)NO. Cell line: BT-549. Synergy scores: CSS=10.8, Synergy_ZIP=-0.930, Synergy_Bliss=3.96, Synergy_Loewe=4.67, Synergy_HSA=4.60. (8) Drug 1: CC1C(C(CC(O1)OC2CC(OC(C2O)C)OC3=CC4=CC5=C(C(=O)C(C(C5)C(C(=O)C(C(C)O)O)OC)OC6CC(C(C(O6)C)O)OC7CC(C(C(O7)C)O)OC8CC(C(C(O8)C)O)(C)O)C(=C4C(=C3C)O)O)O)O. Drug 2: C1=NC2=C(N=C(N=C2N1C3C(C(C(O3)CO)O)F)Cl)N. Cell line: HCT-15. Synergy scores: CSS=14.5, Synergy_ZIP=-2.19, Synergy_Bliss=-1.78, Synergy_Loewe=-2.82, Synergy_HSA=-3.12. (9) Drug 1: C1CCC(CC1)NC(=O)N(CCCl)N=O. Drug 2: CC1=CC2C(CCC3(C2CCC3(C(=O)C)OC(=O)C)C)C4(C1=CC(=O)CC4)C. Cell line: SK-MEL-28. Synergy scores: CSS=9.71, Synergy_ZIP=-2.47, Synergy_Bliss=-1.18, Synergy_Loewe=-11.8, Synergy_HSA=-5.13. (10) Drug 1: C1=CC(=CC=C1CCCC(=O)O)N(CCCl)CCCl. Drug 2: CCCCC(=O)OCC(=O)C1(CC(C2=C(C1)C(=C3C(=C2O)C(=O)C4=C(C3=O)C=CC=C4OC)O)OC5CC(C(C(O5)C)O)NC(=O)C(F)(F)F)O. Cell line: PC-3. Synergy scores: CSS=15.0, Synergy_ZIP=-7.04, Synergy_Bliss=-3.47, Synergy_Loewe=-0.868, Synergy_HSA=-1.24.